This data is from HIV replication inhibition screening data with 41,000+ compounds from the AIDS Antiviral Screen. The task is: Binary Classification. Given a drug SMILES string, predict its activity (active/inactive) in a high-throughput screening assay against a specified biological target. (1) The drug is O=C(O)c1cccc(SS(=O)(=O)c2cccc(C(=O)O)c2)c1. The result is 1 (active). (2) The molecule is CCC(=O)N1C(=O)C(C)C23c4cccc([N+](=O)[O-])c4C(=O)N2CCCN13. The result is 0 (inactive). (3) The drug is c1ccc(C2=NOC(c3ccccc3)N2C23CC4CC(CC(C4)C2)C3)cc1. The result is 0 (inactive). (4) The molecule is O=C1C2C(c3ccccc3)C2(Cl)C(=O)C2C(c3ccccc3)C12Cl. The result is 0 (inactive). (5) The compound is O=C1c2ccccc2-c2nnc(-c3ccccc3)cc21. The result is 0 (inactive). (6) The drug is O=C(CCCCCCCCC(=O)NCC1(c2ccccc2)CCNCC1)NCC1(c2ccccc2)CCNCC1. The result is 0 (inactive). (7) The compound is O=C(O)c1cnc2[nH]ccn2c1=O. The result is 0 (inactive).